This data is from Full USPTO retrosynthesis dataset with 1.9M reactions from patents (1976-2016). The task is: Predict the reactants needed to synthesize the given product. (1) Given the product [CH:19]1([NH:25][C:16]([C@H:10]2[O:11][CH2:12][C@@H:13]([CH2:14][CH3:15])[N:8]([C:6]([O:5][C:2]([CH3:1])([CH3:3])[CH3:4])=[O:7])[CH2:9]2)=[O:18])[CH2:24][CH2:23][CH2:22][CH2:21][CH2:20]1, predict the reactants needed to synthesize it. The reactants are: [CH3:1][C:2]([O:5][C:6]([N:8]1[C@H:13]([CH2:14][CH3:15])[CH2:12][O:11][C@H:10]([C:16]([OH:18])=O)[CH2:9]1)=[O:7])([CH3:4])[CH3:3].[CH:19]1([NH2:25])[CH2:24][CH2:23][CH2:22][CH2:21][CH2:20]1.C1C=NC2N(O)N=NC=2C=1.C(Cl)CCl. (2) Given the product [N:23]1[CH:24]=[CH:25][CH:26]=[N:27][C:22]=1[NH:10][S:7]([N:1]1[CH2:6][CH2:5][CH2:4][CH2:3][CH2:2]1)(=[O:9])=[O:8], predict the reactants needed to synthesize it. The reactants are: [N:1]1([S:7]([NH2:10])(=[O:9])=[O:8])[CH2:6][CH2:5][CH2:4][CH2:3][CH2:2]1.C([O-])=O.[NH4+].C(=O)([O-])[O-].[K+].[K+].Cl[C:22]1[N:27]=[CH:26][CH:25]=[CH:24][N:23]=1. (3) Given the product [NH2:11][C:9]1[CH:8]=[C:7]([C:12]([F:15])([F:14])[F:13])[N:6]=[C:5]([C:3]([OH:2])=[O:4])[C:10]=1[Cl:19], predict the reactants needed to synthesize it. The reactants are: C[O:2][C:3]([C:5]1[CH:10]=[C:9]([NH2:11])[CH:8]=[C:7]([C:12]([F:15])([F:14])[F:13])[N:6]=1)=[O:4].S(Cl)([Cl:19])(=O)=O.CCOCC. (4) Given the product [Br:1][C:2]1[CH:3]=[CH:4][C:5]([F:10])=[C:6]([CH2:7][OH:8])[CH:9]=1, predict the reactants needed to synthesize it. The reactants are: [Br:1][C:2]1[CH:3]=[CH:4][C:5]([F:10])=[C:6]([CH:9]=1)[CH:7]=[O:8].[BH4-].[Na+]. (5) Given the product [Br-:24].[C:10]([C:9]([C:18]1[CH:19]=[CH:20][CH:21]=[CH:22][CH:23]=1)([C:12]1[CH:13]=[CH:14][CH:15]=[CH:16][CH:17]=1)[C:4]12[CH2:5][CH2:6][N+:1]([CH2:25][CH2:26][O:27][CH2:28][CH2:29][O:30][CH3:31])([CH2:2][CH2:3]1)[CH2:8][CH2:7]2)#[N:11], predict the reactants needed to synthesize it. The reactants are: [N:1]12[CH2:8][CH2:7][C:4]([C:9]([C:18]3[CH:23]=[CH:22][CH:21]=[CH:20][CH:19]=3)([C:12]3[CH:17]=[CH:16][CH:15]=[CH:14][CH:13]=3)[C:10]#[N:11])([CH2:5][CH2:6]1)[CH2:3][CH2:2]2.[Br:24][CH2:25][CH2:26][O:27][CH2:28][CH2:29][O:30][CH3:31]. (6) Given the product [CH3:1][N:2]1[C:10]2[CH:9]=[CH:8][CH:7]=[CH:6][C:5]=2[C:4]2[CH2:11][N:12]([CH2:15][CH2:16][CH2:17][NH2:18])[CH2:13][CH2:14][C:3]1=2, predict the reactants needed to synthesize it. The reactants are: [CH3:1][N:2]1[C:10]2[CH:9]=[CH:8][CH:7]=[CH:6][C:5]=2[C:4]2[CH2:11][N:12]([CH2:15][CH2:16][C:17]#[N:18])[CH2:13][CH2:14][C:3]1=2.[H][H]. (7) The reactants are: [OH:1][B:2]1[C:6]2[CH:7]=[C:8]([NH:11][C:12](=[O:34])[C@H:13]([NH:26]C(=O)OC(C)(C)C)[CH2:14][CH2:15][C:16]3[CH:21]=[CH:20][C:19]([C:22]([F:25])([F:24])[F:23])=[CH:18][CH:17]=3)[CH:9]=[CH:10][C:5]=2[C:4]([CH3:36])([CH3:35])[O:3]1. Given the product [NH2:26][C@H:13]([CH2:14][CH2:15][C:16]1[CH:17]=[CH:18][C:19]([C:22]([F:24])([F:25])[F:23])=[CH:20][CH:21]=1)[C:12]([NH:11][C:8]1[CH:9]=[CH:10][C:5]2[C:4]([CH3:36])([CH3:35])[O:3][B:2]([OH:1])[C:6]=2[CH:7]=1)=[O:34], predict the reactants needed to synthesize it. (8) Given the product [Cl:1][CH2:17][C:11]1[CH:12]=[C:13]([C:14]([O:16][CH3:23])=[O:15])[N:9]([C:4]2[C:3]([Cl:2])=[CH:8][CH:7]=[CH:6][N:5]=2)[N:10]=1, predict the reactants needed to synthesize it. The reactants are: [ClH:1].[Cl:2][C:3]1[C:4]([N:9]2[C:13]([C:14]([OH:16])=[O:15])=[CH:12][C:11]([CH2:17]O)=[N:10]2)=[N:5][CH:6]=[CH:7][CH:8]=1.O=S(Cl)Cl.[CH3:23]O. (9) Given the product [F:29][C:2]([F:1])([C:22]1[CH:27]=[CH:26][C:25]([F:28])=[CH:24][N:23]=1)[C:3]1[N:12]=[C:11]([NH:13][C:14]2[CH:18]=[C:17]([CH3:19])[NH:16][N:15]=2)[C:10]2[C:5](=[C:6]([OH:20])[CH:7]=[CH:8][CH:9]=2)[N:4]=1, predict the reactants needed to synthesize it. The reactants are: [F:1][C:2]([F:29])([C:22]1[CH:27]=[CH:26][C:25]([F:28])=[CH:24][N:23]=1)[C:3]1[N:12]=[C:11]([NH:13][C:14]2[CH:18]=[C:17]([CH3:19])[NH:16][N:15]=2)[C:10]2[C:5](=[C:6]([O:20]C)[CH:7]=[CH:8][CH:9]=2)[N:4]=1.B(Br)(Br)Br.CO. (10) Given the product [CH2:13]([C:20]1([C:25]([NH:2][NH:1][C:3]2[CH:12]=[CH:11][CH:10]=[C:9]3[C:4]=2[CH:5]=[CH:6][CH:7]=[N:8]3)=[O:26])[CH2:24][CH2:23][CH2:22][CH2:21]1)[C:14]1[CH:19]=[CH:18][CH:17]=[CH:16][CH:15]=1, predict the reactants needed to synthesize it. The reactants are: [NH:1]([C:3]1[CH:12]=[CH:11][CH:10]=[C:9]2[C:4]=1[CH:5]=[CH:6][CH:7]=[N:8]2)[NH2:2].[CH2:13]([C:20]1([C:25](O)=[O:26])[CH2:24][CH2:23][CH2:22][CH2:21]1)[C:14]1[CH:19]=[CH:18][CH:17]=[CH:16][CH:15]=1.